This data is from Catalyst prediction with 721,799 reactions and 888 catalyst types from USPTO. The task is: Predict which catalyst facilitates the given reaction. (1) Reactant: [F:1][C:2]1[CH:3]=[C:4]([CH:6]=[CH:7][C:8]=1[CH3:9])[NH2:5].C1C(=O)N([Cl:17])C(=O)C1. Product: [Cl:17][C:3]1[C:2]([F:1])=[C:8]([CH3:9])[CH:7]=[CH:6][C:4]=1[NH2:5]. The catalyst class is: 39. (2) Reactant: CC1(C)C(C)(C)OB(O)O1.[C:11]([C:13]1[C:14]([C:19]2[CH2:20][CH2:21][N:22](C(OCC3C=CC=CC=3)=O)[CH2:23][CH:24]=2)=[N:15][CH:16]=[CH:17][CH:18]=1)#[N:12]. Product: [NH:22]1[CH2:23][CH2:24][CH:19]([C:14]2[N:15]=[CH:16][CH:17]=[CH:18][C:13]=2[C:11]#[N:12])[CH2:20][CH2:21]1. The catalyst class is: 63.